Dataset: Forward reaction prediction with 1.9M reactions from USPTO patents (1976-2016). Task: Predict the product of the given reaction. (1) Given the reactants [H-].[H-].[H-].[H-].[Li+].[Al+3].[O:7]1[CH:11]=[CH:10][CH:9]=[C:8]1[CH2:12][CH2:13][C:14]([NH:16][C:17]1[CH:22]=[CH:21][CH:20]=[CH:19][CH:18]=1)=O, predict the reaction product. The product is: [O:7]1[CH:11]=[CH:10][CH:9]=[C:8]1[CH2:12][CH2:13][CH2:14][NH:16][C:17]1[CH:18]=[CH:19][CH:20]=[CH:21][CH:22]=1. (2) Given the reactants [Cl:1][C:2]1[CH:18]=[CH:17][C:5]2[N:6]([CH2:11][CH2:12][S:13]([CH3:16])(=[O:15])=[O:14])[C:7]([CH2:9]Cl)=[N:8][C:4]=2[CH:3]=1.[F:19][C:20]1[CH:28]=[CH:27][CH:26]=[C:25]2[C:21]=1[C:22]1([CH2:31][CH2:30]1)[C:23](=[O:29])[NH:24]2.N1C2=CN=CC=C2C2(CC2)C1=O, predict the reaction product. The product is: [Cl:1][C:2]1[CH:18]=[CH:17][C:5]2[N:6]([CH2:11][CH2:12][S:13]([CH3:16])(=[O:15])=[O:14])[C:7]([CH2:9][N:24]3[C:25]4[C:21](=[C:20]([F:19])[CH:28]=[CH:27][CH:26]=4)[C:22]4([CH2:30][CH2:31]4)[C:23]3=[O:29])=[N:8][C:4]=2[CH:3]=1. (3) Given the reactants [Cr](Cl)([O-])(=O)=O.[NH+]1C=CC=CC=1.[CH3:12][O:13][C:14](=[O:31])[C:15]1[CH:20]=[C:19]([CH:21]([C:23]2[CH:28]=[CH:27][C:26]([Br:29])=[CH:25][N:24]=2)[OH:22])[CH:18]=[CH:17][C:16]=1[F:30], predict the reaction product. The product is: [CH3:12][O:13][C:14](=[O:31])[C:15]1[CH:20]=[C:19]([C:21](=[O:22])[C:23]2[CH:28]=[CH:27][C:26]([Br:29])=[CH:25][N:24]=2)[CH:18]=[CH:17][C:16]=1[F:30]. (4) Given the reactants [NH2:1][CH:2]([CH2:12][C:13]1[O:14][C:15]([C:18]([F:21])([F:20])[F:19])=[CH:16][CH:17]=1)[CH:3]([C:5]1[CH:10]=[CH:9][C:8]([F:11])=[CH:7][CH:6]=1)[OH:4].[C:22]1([CH2:28][CH2:29][C:30](Cl)=[O:31])[CH:27]=[CH:26][CH:25]=[CH:24][CH:23]=1.C(=O)([O-])O.[Na+], predict the reaction product. The product is: [F:11][C:8]1[CH:9]=[CH:10][C:5]([CH:3]([OH:4])[CH:2]([NH:1][C:30](=[O:31])[CH2:29][CH2:28][C:22]2[CH:27]=[CH:26][CH:25]=[CH:24][CH:23]=2)[CH2:12][C:13]2[O:14][C:15]([C:18]([F:21])([F:20])[F:19])=[CH:16][CH:17]=2)=[CH:6][CH:7]=1. (5) Given the reactants FC1C=C(CCC2C=C(OC)C=CC=2C2CCC3C(=CC=C(OC)C=3)C2)C=CC=1O.Cl.ClCCN1CCCCCC1.[F:42][C:43]1[CH:58]=[C:57]([CH2:59][CH2:60][C:61]2[CH:66]=[C:65]([O:67]C)[CH:64]=[CH:63][C:62]=2[CH:69]2[CH2:78][CH2:77][C:76]3[C:71](=[CH:72][CH:73]=[C:74]([O:79]C)[CH:75]=3)[CH2:70]2)[CH:56]=[CH:55][C:44]=1[O:45][CH2:46][CH2:47][N:48]1[CH2:54][CH2:53][CH2:52][CH2:51][CH2:50][CH2:49]1, predict the reaction product. The product is: [N:48]1([CH2:47][CH2:46][O:45][C:44]2[CH:55]=[CH:56][C:57]([CH2:59][CH2:60][C:61]3[CH:66]=[C:65]([OH:67])[CH:64]=[CH:63][C:62]=3[CH:69]3[CH2:78][CH2:77][C:76]4[CH:75]=[C:74]([OH:79])[CH:73]=[CH:72][C:71]=4[CH2:70]3)=[CH:58][C:43]=2[F:42])[CH2:54][CH2:53][CH2:52][CH2:51][CH2:50][CH2:49]1. (6) Given the reactants [CH2:1](Br)[C:2]#[CH:3].[Mg].[CH:6](=[O:15])[CH:7]=[CH:8][C:9]1[CH:14]=[CH:13][CH:12]=[CH:11][CH:10]=1.OS(O)(=O)=O, predict the reaction product. The product is: [C:9]1([CH:8]=[CH:7][CH:6]([OH:15])[CH2:3][C:2]#[CH:1])[CH:14]=[CH:13][CH:12]=[CH:11][CH:10]=1.